Dataset: Forward reaction prediction with 1.9M reactions from USPTO patents (1976-2016). Task: Predict the product of the given reaction. (1) Given the reactants [CH2:1]([O:8][C:9]1[CH:10]=[C:11]([N:20]([C:25]([O:27][C:28]([CH3:31])([CH3:30])[CH3:29])=[O:26])[CH2:21][CH2:22][CH:23]=[O:24])[C:12]([I:19])=[C:13]2[C:18]=1[N:17]=[CH:16][CH:15]=[CH:14]2)[C:2]1[CH:7]=[CH:6][CH:5]=[CH:4][CH:3]=1.CCN(CC)CC.[CH3:39][C:40](OC(C)=O)=[O:41], predict the reaction product. The product is: [C:40]([O:24][CH:23]=[CH:22][CH2:21][N:20]([C:11]1[C:12]([I:19])=[C:13]2[C:18](=[C:9]([O:8][CH2:1][C:2]3[CH:7]=[CH:6][CH:5]=[CH:4][CH:3]=3)[CH:10]=1)[N:17]=[CH:16][CH:15]=[CH:14]2)[C:25]([O:27][C:28]([CH3:31])([CH3:30])[CH3:29])=[O:26])(=[O:41])[CH3:39]. (2) Given the reactants [C:1]([O:5][C:6]([NH:8][C@@H:9]([CH:13]1[CH2:18][CH2:17][CH2:16][CH2:15][CH2:14]1)[C:10]([OH:12])=O)=[O:7])([CH3:4])([CH3:3])[CH3:2].C1C=CC2N(O)N=NC=2C=1.CN(C(ON1N=NC2C=CC=CC1=2)=[N+](C)C)C.F[P-](F)(F)(F)(F)F.[NH:53]1[CH2:57][CH2:56][CH2:55][C@H:54]1[C:58]1[CH:63]=[CH:62][N:61]=[C:60]([C:64]2[C:72]3[C:67](=[CH:68][CH:69]=[CH:70][CH:71]=3)[NH:66][CH:65]=2)[CH:59]=1.C(N(C(C)C)CC)(C)C, predict the reaction product. The product is: [C:1]([O:5][C:6](=[O:7])[NH:8][C@@H:9]([CH:13]1[CH2:18][CH2:17][CH2:16][CH2:15][CH2:14]1)[C:10]([N:53]1[CH2:57][CH2:56][CH2:55][C@H:54]1[C:58]1[CH:63]=[CH:62][N:61]=[C:60]([C:64]2[C:72]3[C:67](=[CH:68][CH:69]=[CH:70][CH:71]=3)[NH:66][CH:65]=2)[CH:59]=1)=[O:12])([CH3:2])([CH3:3])[CH3:4]. (3) Given the reactants Cl.[Br:2][C:3]1[CH:8]=[CH:7][N:6]=[CH:5][CH:4]=1.OS(O)(=O)=O.[C:14]([O:19][CH3:20])(=[O:18])C(C)=O.OO, predict the reaction product. The product is: [Br:2][C:3]1[CH:8]=[CH:7][N:6]=[C:5]([C:14]([O:19][CH3:20])=[O:18])[CH:4]=1. (4) The product is: [C:26]([O:30][C:31](=[O:51])[N:32]([C:43]1[CH:44]=[CH:45][C:46]([C:49]#[N:50])=[CH:47][CH:48]=1)[CH2:33][C:13]1[C:14](=[O:17])[CH2:15][CH2:16][C:12]=1[NH:11][C:7]1[CH:8]=[CH:9][CH:10]=[C:5]([C:4]([F:18])([F:19])[F:3])[CH:6]=1)([CH3:29])([CH3:27])[CH3:28]. Given the reactants [H-].[Na+].[F:3][C:4]([F:19])([F:18])[C:5]1[CH:6]=[C:7]([NH:11][C:12]2[CH2:16][CH2:15][C:14](=[O:17])[CH:13]=2)[CH:8]=[CH:9][CH:10]=1.CC1CCCO1.[C:26]([O:30][C:31](=[O:51])[N:32]([C:43]1[CH:48]=[CH:47][C:46]([C:49]#[N:50])=[CH:45][CH:44]=1)[CH2:33]S(C1C=CC=CC=1)(=O)=O)([CH3:29])([CH3:28])[CH3:27], predict the reaction product. (5) Given the reactants [CH2:1]([N:3]([CH2:6][CH3:7])[CH2:4][CH3:5])[CH3:2].Cl.[F:9][C:10]([F:29])([S:25]([O-:28])(=[O:27])=[O:26])[CH:11]([O:16][C:17](=[O:24])[C:18]1[CH:23]=[CH:22][CH:21]=[CH:20][CH:19]=1)[C:12]([F:15])([F:14])[F:13].[Na+].ClCCl, predict the reaction product. The product is: [F:29][C:10]([F:9])([S:25]([O-:28])(=[O:26])=[O:27])[CH:11]([O:16][C:17](=[O:24])[C:18]1[CH:23]=[CH:22][CH:21]=[CH:20][CH:19]=1)[C:12]([F:13])([F:15])[F:14].[CH2:1]([NH+:3]([CH2:6][CH3:7])[CH2:4][CH3:5])[CH3:2].